Dataset: Full USPTO retrosynthesis dataset with 1.9M reactions from patents (1976-2016). Task: Predict the reactants needed to synthesize the given product. (1) The reactants are: [CH:1]([C:3]1[C:11]2[O:10][CH2:9][CH:8]([C:12]3[CH:17]=[CH:16][C:15]([CH:18]([CH3:20])[CH3:19])=[CH:14][CH:13]=3)[C:7]=2[C:6]([CH3:21])=[C:5]([NH:22][C:23](=[O:29])[CH2:24][C:25]([CH3:28])([CH3:27])[CH3:26])[C:4]=1[CH3:30])=[O:2].[BH4-].[Na+]. Given the product [OH:2][CH2:1][C:3]1[C:11]2[O:10][CH2:9][CH:8]([C:12]3[CH:17]=[CH:16][C:15]([CH:18]([CH3:19])[CH3:20])=[CH:14][CH:13]=3)[C:7]=2[C:6]([CH3:21])=[C:5]([NH:22][C:23](=[O:29])[CH2:24][C:25]([CH3:28])([CH3:27])[CH3:26])[C:4]=1[CH3:30], predict the reactants needed to synthesize it. (2) Given the product [CH2:40]([O:39][C:37]([N:47]1[CH2:52][CH2:51][N:50]([C:24]2[CH:25]=[CH:26][C:21]([C:18]3[N:17]([CH2:28][O:29][CH2:30][CH2:31][Si:32]([CH3:35])([CH3:34])[CH3:33])[C:16]([CH:12]4[CH2:13][CH2:14][CH2:15][N:11]4[C:9](=[O:10])[CH:5]([NH:4][C:3]([O:2][CH3:1])=[O:36])[CH:6]([CH3:8])[CH3:7])=[N:20][CH:19]=3)=[CH:22][CH:23]=2)[CH2:49][CH2:48]1)=[O:38])[C:41]1[CH:46]=[CH:45][CH:44]=[CH:43][CH:42]=1, predict the reactants needed to synthesize it. The reactants are: [CH3:1][O:2][C:3](=[O:36])[NH:4][CH:5]([C:9]([N:11]1[CH2:15][CH2:14][CH2:13][CH:12]1[C:16]1[N:17]([CH2:28][O:29][CH2:30][CH2:31][Si:32]([CH3:35])([CH3:34])[CH3:33])[C:18]([C:21]2[CH:26]=[CH:25][C:24](Br)=[CH:23][CH:22]=2)=[CH:19][N:20]=1)=[O:10])[CH:6]([CH3:8])[CH3:7].[C:37]([N:47]1[CH2:52][CH2:51][NH:50][CH2:49][CH2:48]1)([O:39][CH2:40][C:41]1[CH:46]=[CH:45][CH:44]=[CH:43][CH:42]=1)=[O:38].CC([O-])(C)C.[Na+]. (3) Given the product [Cl-:13].[N+:1](=[C:2]1[CH:12]=[C:6]2[C:7]([NH:9][C:10](=[O:11])[C:5]2=[CH:4][CH2:3]1)=[O:8])=[N-:14], predict the reactants needed to synthesize it. The reactants are: [NH2:1][C:2]1[CH:12]=[C:6]2[C:7]([NH:9][C:10](=[O:11])[C:5]2=[CH:4][CH:3]=1)=[O:8].[ClH:13].[N:14]([O-])=O.[Na+]. (4) Given the product [F:29][C:30]([F:41])([F:40])[C:31]1[CH:36]=[CH:35][C:34]([CH2:2][C:3]2[N:4]=[C:5]([C:13]3[CH:18]=[CH:17][C:16]([C:19]([F:22])([F:21])[F:20])=[CH:15][CH:14]=3)[S:6][C:7]=2[C:8]([O:10][CH2:11][CH3:12])=[O:9])=[CH:33][CH:32]=1, predict the reactants needed to synthesize it. The reactants are: Br[CH2:2][C:3]1[N:4]=[C:5]([C:13]2[CH:18]=[CH:17][C:16]([C:19]([F:22])([F:21])[F:20])=[CH:15][CH:14]=2)[S:6][C:7]=1[C:8]([O:10][CH2:11][CH3:12])=[O:9].C(=O)([O-])[O-].[Na+].[Na+].[F:29][C:30]([F:41])([F:40])[C:31]1[CH:36]=[CH:35][C:34](B(O)O)=[CH:33][CH:32]=1.